From a dataset of Full USPTO retrosynthesis dataset with 1.9M reactions from patents (1976-2016). Predict the reactants needed to synthesize the given product. (1) Given the product [NH2:35][C:36]1[CH:66]=[C:65]([C:67]([F:70])([F:69])[F:68])[CH:64]=[CH:63][C:37]=1[CH2:38][N:39]1[C:47]2[C:46]([NH:48][C@@H:49]([CH:51]3[CH2:54][CH2:53][CH2:52]3)[CH3:50])=[N:45][C:44]([C:71]#[N:72])=[N:43][C:42]=2[CH:41]=[C:40]1[C:56]1[CH:61]=[CH:60][CH:59]=[C:58]([CH3:62])[CH:57]=1, predict the reactants needed to synthesize it. The reactants are: C1(P(C2CCCCC2)C2C=CC=CC=2C2C(C(C)C)=CC(C(C)C)=CC=2C(C)C)CCCCC1.[NH2:35][C:36]1[CH:66]=[C:65]([C:67]([F:70])([F:69])[F:68])[CH:64]=[CH:63][C:37]=1[CH2:38][N:39]1[C:47]2[C:46]([NH:48][C@@H:49]([CH:51]3[CH2:54][CH2:53][CH2:52]3)[CH3:50])=[N:45][C:44](Cl)=[N:43][C:42]=2[CH:41]=[C:40]1[C:56]1[CH:61]=[CH:60][CH:59]=[C:58]([CH3:62])[CH:57]=1.[CH3:71][N:72](C)C(=O)C. (2) Given the product [CH2:1]([O:3][C:4](=[O:31])[CH2:5][CH:6]([C:24]1[CH:25]=[N:26][C:27]([CH3:30])=[N:28][CH:29]=1)[CH2:7][CH2:8][CH2:9][C:10](=[O:23])[CH2:11][CH2:12][C:13]1[CH:22]=[CH:21][C:20]2[CH2:19][CH2:18][CH2:17][NH:16][C:15]=2[N:14]=1)[CH3:2], predict the reactants needed to synthesize it. The reactants are: [CH2:1]([O:3][C:4](=[O:31])[CH2:5][CH:6]([C:24]1[CH:25]=[N:26][C:27]([CH3:30])=[N:28][CH:29]=1)[CH2:7][CH:8]=[CH:9][C:10](=[O:23])[CH2:11][CH2:12][C:13]1[CH:22]=[CH:21][C:20]2[CH2:19][CH2:18][CH2:17][NH:16][C:15]=2[N:14]=1)[CH3:2].[H][H].